This data is from Forward reaction prediction with 1.9M reactions from USPTO patents (1976-2016). The task is: Predict the product of the given reaction. (1) Given the reactants [C:1]1([NH:7][C:8]([C:10]2[C:14]([I:15])=[CH:13][NH:12][N:11]=2)=[O:9])[CH:6]=[CH:5][CH:4]=[CH:3][CH:2]=1.C(=O)([O-])[O-].[K+].[K+].[CH3:22][O:23][C:24]1[CH:31]=[CH:30][C:27]([CH2:28]Cl)=[CH:26][CH:25]=1, predict the reaction product. The product is: [C:1]1([NH:7][C:8]([C:10]2[C:14]([I:15])=[CH:13][N:12]([CH2:28][C:27]3[CH:30]=[CH:31][C:24]([O:23][CH3:22])=[CH:25][CH:26]=3)[N:11]=2)=[O:9])[CH:2]=[CH:3][CH:4]=[CH:5][CH:6]=1. (2) Given the reactants C(OC([N:8]1[CH2:13][CH2:12][CH:11]([NH:14][C:15]2[N:20]=[C:19]([C:21]3[CH:26]=[CH:25][C:24]([C:27]#[N:28])=[CH:23][CH:22]=3)[C:18](Cl)=[CH:17][N:16]=2)[CH2:10][CH2:9]1)=O)(C)(C)C.[CH3:30][C:31]1[CH:36]=[CH:35][C:34](B(O)O)=[CH:33][CH:32]=1, predict the reaction product. The product is: [CH3:30][C:31]1[CH:36]=[CH:35][C:34]([C:18]2[C:19]([C:21]3[CH:22]=[CH:23][C:24]([C:27]#[N:28])=[CH:25][CH:26]=3)=[N:20][C:15]([NH:14][CH:11]3[CH2:10][CH2:9][NH:8][CH2:13][CH2:12]3)=[N:16][CH:17]=2)=[CH:33][CH:32]=1. (3) The product is: [F:25][C:5]1[CH:4]=[CH:3][C:2]([NH:29][C:26](=[O:28])[CH3:27])=[CH:7][C:6]=1[C@:8]12[CH2:15][O:14][CH2:13][C@H:12]1[CH2:11][O:10][N:9]2[C@@H:16]([C:19]1[CH:24]=[CH:23][CH:22]=[CH:21][CH:20]=1)[CH2:17][CH3:18]. Given the reactants Br[C:2]1[CH:3]=[CH:4][C:5]([F:25])=[C:6]([C@:8]23[CH2:15][O:14][CH2:13][C@H:12]2[CH2:11][O:10][N:9]3[C@@H:16]([C:19]2[CH:24]=[CH:23][CH:22]=[CH:21][CH:20]=2)[CH2:17][CH3:18])[CH:7]=1.[C:26]([NH2:29])(=[O:28])[CH3:27].[I-].[K+].[O-]P([O-])([O-])=O.[K+].[K+].[K+].CN(C)CCN, predict the reaction product.